This data is from Catalyst prediction with 721,799 reactions and 888 catalyst types from USPTO. The task is: Predict which catalyst facilitates the given reaction. (1) Reactant: F[P-](F)(F)(F)(F)F.[N:8]1(O[P+](N(C)C)(N(C)C)N(C)C)C2C=CC=CC=2N=N1.OC1C2N=NNC=2C=CC=1.[Cl-].[NH4+].C(N(C(C)C)CC)(C)C.[C:49]([C:51]1[N:56]=[CH:55][C:54]([C:57]2[C:69]3[C:68]4[C:63](=[CH:64][CH:65]=[CH:66][CH:67]=4)[N:62]([C:70]4[CH:78]=[CH:77][C:73]([C:74]([OH:76])=O)=[C:72]([NH:79][CH:80]5[CH2:85][C:84]([CH3:87])([CH3:86])[N:83]([CH3:88])[C:82]([CH3:90])([CH3:89])[CH2:81]5)[CH:71]=4)[C:61]=3[CH:60]=[CH:59][CH:58]=2)=[CH:53][CH:52]=1)#[N:50]. Product: [C:49]([C:51]1[N:56]=[CH:55][C:54]([C:57]2[C:69]3[C:68]4[C:63](=[CH:64][CH:65]=[CH:66][CH:67]=4)[N:62]([C:70]4[CH:78]=[CH:77][C:73]([C:74]([NH2:8])=[O:76])=[C:72]([NH:79][CH:80]5[CH2:81][C:82]([CH3:89])([CH3:90])[N:83]([CH3:88])[C:84]([CH3:87])([CH3:86])[CH2:85]5)[CH:71]=4)[C:61]=3[CH:60]=[CH:59][CH:58]=2)=[CH:53][CH:52]=1)#[N:50]. The catalyst class is: 35. (2) Reactant: Cl[C:2]1[CH:3]=[C:4]([CH:9]=[CH:10][N:11]=1)[C:5]([O:7][CH3:8])=[O:6].[F:12][C:13]([F:24])([F:23])[C:14]1[CH:19]=[CH:18][C:17](B(O)O)=[CH:16][CH:15]=1.P([O-])([O-])([O-])=O.[K+].[K+].[K+]. Product: [F:12][C:13]([F:24])([F:23])[C:14]1[CH:19]=[CH:18][C:17]([C:2]2[CH:3]=[C:4]([CH:9]=[CH:10][N:11]=2)[C:5]([O:7][CH3:8])=[O:6])=[CH:16][CH:15]=1. The catalyst class is: 11. (3) Reactant: [CH2:1]([O:4][C:5]1[CH:9]=[C:8]([CH2:10][CH2:11][C:12]([O:14][CH2:15][CH3:16])=[O:13])[NH:7][N:6]=1)[CH2:2][CH3:3].[Cl:17][C:18]1[CH:25]=[C:24]([Cl:26])[CH:23]=[CH:22][C:19]=1[CH2:20]Cl.C(=O)([O-])[O-].[K+].[K+].O. Product: [Cl:17][C:18]1[CH:25]=[C:24]([Cl:26])[CH:23]=[CH:22][C:19]=1[CH2:20][N:7]1[C:8]([CH2:10][CH2:11][C:12]([O:14][CH2:15][CH3:16])=[O:13])=[CH:9][C:5]([O:4][CH2:1][CH2:2][CH3:3])=[N:6]1. The catalyst class is: 9. (4) Reactant: [F:1][C:2]1[CH:3]=[C:4]([N:12]([CH3:14])[CH3:13])[CH:5]=[C:6](F)[C:7]=1[N+:8]([O-:10])=[O:9].[OH-].[Na+].CS(C)=[O:19].Cl. Product: [CH3:13][N:12]([CH3:14])[C:4]1[CH:3]=[C:2]([F:1])[C:7]([N+:8]([O-:10])=[O:9])=[C:6]([OH:19])[CH:5]=1. The catalyst class is: 6. (5) Reactant: [CH3:1][O:2][C:3](=[O:20])[C@H:4]([NH:10][C:11]1[CH:16]=[C:15]([CH3:17])[C:14]([F:18])=[C:13]([CH3:19])[CH:12]=1)[CH2:5][CH2:6][CH2:7][CH2:8][NH2:9].[N+:21]([C:24]1[CH:25]=[C:26]([S:30](Cl)(=[O:32])=[O:31])[CH:27]=[CH:28][CH:29]=1)([O-:23])=[O:22].C(N(CC)CC)C. Product: [CH3:1][O:2][C:3](=[O:20])[C@H:4]([NH:10][C:11]1[CH:16]=[C:15]([CH3:17])[C:14]([F:18])=[C:13]([CH3:19])[CH:12]=1)[CH2:5][CH2:6][CH2:7][CH2:8][NH:9][S:30]([C:26]1[CH:27]=[CH:28][CH:29]=[C:24]([N+:21]([O-:23])=[O:22])[CH:25]=1)(=[O:31])=[O:32]. The catalyst class is: 4. (6) Reactant: [NH2:1][C:2]1[CH:7]=[C:6]([O:8][C:9]2[CH:14]=[CH:13][C:12]([NH:15][C:16]([C:18]3[C:19](=[O:31])[N:20]([C:25]4[CH:30]=[CH:29][CH:28]=[CH:27][CH:26]=4)[N:21]([CH3:24])[C:22]=3[CH3:23])=[O:17])=[CH:11][C:10]=2[Cl:32])[CH:5]=[CH:4][N:3]=1.CCN(CC)CC.[C:40](Cl)(=O)[O:41]C1C=CC=CC=1.[NH:50]1[CH2:55][CH2:54][O:53][CH2:52][CH2:51]1. Product: [Cl:32][C:10]1[CH:11]=[C:12]([NH:15][C:16]([C:18]2[C:19](=[O:31])[N:20]([C:25]3[CH:26]=[CH:27][CH:28]=[CH:29][CH:30]=3)[N:21]([CH3:24])[C:22]=2[CH3:23])=[O:17])[CH:13]=[CH:14][C:9]=1[O:8][C:6]1[CH:5]=[CH:4][N:3]=[C:2]([NH:1][C:40]([N:50]2[CH2:55][CH2:54][O:53][CH2:52][CH2:51]2)=[O:41])[CH:7]=1. The catalyst class is: 1. (7) Reactant: [OH:1][CH2:2][CH:3]([CH2:5][OH:6])[OH:4].[C:7]([OH:14])(=[O:13])/[CH:8]=[CH:9]/[C:10]([OH:12])=[O:11].[C:15]([OH:28])(=[O:27])[CH2:16][CH2:17][CH2:18][CH2:19][CH2:20][CH2:21][CH2:22][CH2:23][C:24]([OH:26])=[O:25]. Product: [OH:1][CH2:2][CH:3]([CH2:5][OH:6])[OH:4].[C:7]([OH:14])(=[O:13])/[CH:8]=[CH:9]/[C:10]([OH:12])=[O:11].[C:15]([OH:28])(=[O:27])[CH2:16][CH2:17][CH2:18][CH2:19][CH2:20][CH2:21][CH2:22][CH2:23][C:24]([OH:26])=[O:25]. The catalyst class is: 6. (8) Reactant: [C:1]([C:3]1[CH:8]=[CH:7][C:6]([C:9]2[N:10]=[C:11]([O:27][CH2:28][C@@H:29]3[CH2:33][CH2:32][N:31]([C:34]([O:36][C:37]([CH3:40])([CH3:39])[CH3:38])=[O:35])[CH2:30]3)[C:12]3[N:13]([CH:22]=[C:23]([CH2:25][OH:26])[N:24]=3)[C:14]=2[C:15]2[CH:20]=[CH:19][C:18]([CH3:21])=[CH:17][CH:16]=2)=[CH:5][CH:4]=1)#[N:2].C(=O)(O)[O-].[Na+].CC(OI1(OC(C)=O)(OC(C)=O)OC(=O)C2C=CC=CC1=2)=O. Product: [C:1]([C:3]1[CH:8]=[CH:7][C:6]([C:9]2[N:10]=[C:11]([O:27][CH2:28][C@@H:29]3[CH2:33][CH2:32][N:31]([C:34]([O:36][C:37]([CH3:40])([CH3:39])[CH3:38])=[O:35])[CH2:30]3)[C:12]3[N:13]([CH:22]=[C:23]([CH:25]=[O:26])[N:24]=3)[C:14]=2[C:15]2[CH:20]=[CH:19][C:18]([CH3:21])=[CH:17][CH:16]=2)=[CH:5][CH:4]=1)#[N:2]. The catalyst class is: 2. (9) Reactant: [N:1]1([C:6]2[N:11]=[C:10]([CH:12]=O)[CH:9]=[CH:8][CH:7]=2)[CH2:5][CH2:4][CH2:3][CH2:2]1.Cl.[NH2:15][OH:16].N1C=CC=CC=1. Product: [N:1]1([C:6]2[N:11]=[C:10](/[CH:12]=[N:15]/[OH:16])[CH:9]=[CH:8][CH:7]=2)[CH2:5][CH2:4][CH2:3][CH2:2]1. The catalyst class is: 8. (10) Reactant: [CH2:1]([C@@H:3]1[CH2:5][CH:4]1[C@H:6](O)C)[CH3:2].CN([CH:12]=[O:13])C.[Cr](O[Cr]([O-])(=O)=O)([O-])(=O)=[O:15].[NH+]1C=CC=CC=1.[NH+]1C=CC=CC=1. Product: [CH2:1]([C@@H:3]1[CH2:5][C@@H:4]1[CH2:6][C:12]([OH:13])=[O:15])[CH3:2]. The catalyst class is: 6.